From a dataset of Full USPTO retrosynthesis dataset with 1.9M reactions from patents (1976-2016). Predict the reactants needed to synthesize the given product. (1) Given the product [CH3:22][O:21][C:13]1[CH:14]=[C:15]([N+:18]([O-:20])=[O:19])[CH:16]=[CH:17][C:12]=1[O:8][CH2:7][C@@H:3]1[CH2:4][CH2:5][CH2:6][N:2]1[CH3:1], predict the reactants needed to synthesize it. The reactants are: [CH3:1][N:2]1[CH2:6][CH2:5][CH2:4][C@H:3]1[CH2:7][OH:8].[H-].[Na+].Cl[C:12]1[CH:17]=[CH:16][C:15]([N+:18]([O-:20])=[O:19])=[CH:14][C:13]=1[O:21][CH3:22]. (2) Given the product [ClH:45].[CH2:1]([C@H:8]([NH:24][C:25]([C:27]1[C:28]2[CH:29]=[CH:30][N:31]([CH:38]([CH2:42][CH2:43][CH3:44])[CH2:39][CH2:40][CH3:41])[C:32](=[O:37])[C:33]=2[CH:34]=[CH:35][CH:36]=1)=[O:26])[C@H:9]([OH:23])[CH2:10][NH:11][CH2:12][C:13]1[CH:18]=[CH:17][CH:16]=[C:15]([C:19]([F:21])([F:22])[F:20])[CH:14]=1)[C:2]1[CH:3]=[CH:4][CH:5]=[CH:6][CH:7]=1, predict the reactants needed to synthesize it. The reactants are: [CH2:1]([C@H:8]([NH:24][C:25]([C:27]1[C:28]2[CH:29]=[CH:30][N:31]([CH:38]([CH2:42][CH2:43][CH3:44])[CH2:39][CH2:40][CH3:41])[C:32](=[O:37])[C:33]=2[CH:34]=[CH:35][CH:36]=1)=[O:26])[C@H:9]([OH:23])[CH2:10][NH:11][CH2:12][C:13]1[CH:18]=[CH:17][CH:16]=[C:15]([C:19]([F:22])([F:21])[F:20])[CH:14]=1)[C:2]1[CH:7]=[CH:6][CH:5]=[CH:4][CH:3]=1.[ClH:45]. (3) Given the product [Cl:25][C:10]1[N:11]([C:12]2[CH:17]=[CH:16][CH:15]=[CH:14][CH:13]=2)[C:7]([CH2:6][CH2:5][CH2:4][CH2:3][O:2][CH3:1])=[C:8]([C:19]([O:21][CH3:22])=[O:20])[N:9]=1, predict the reactants needed to synthesize it. The reactants are: [CH3:1][O:2][CH2:3][CH2:4][CH2:5][CH2:6][C:7]1[N:11]([C:12]2[CH:17]=[CH:16][CH:15]=[CH:14][CH:13]=2)[C:10](=O)[NH:9][C:8]=1[C:19]([O:21][CH3:22])=[O:20].P(Cl)(Cl)([Cl:25])=O. (4) Given the product [OH:15][CH2:14][CH:12]1[CH:11]([OH:16])[CH:10]([OH:17])[CH2:9][CH2:13]1, predict the reactants needed to synthesize it. The reactants are: NC1N=C(N[C@H:9]2[CH2:13][C@@H:12]([CH2:14][OH:15])[C@H:11]([OH:16])[C@@H:10]2[OH:17])C(N=NC2C=CC(Cl)=CC=2)=C(Cl)N=1.NC1C=CC=CC=1. (5) The reactants are: [CH3:1][C:2]([O:5][C:6]([N:8]1[CH2:14][CH2:13][C:12]2=[CH:15][N:16]([C:18]3[CH:26]=[CH:25][C:21]([C:22]([OH:24])=O)=[CH:20][CH:19]=3)[N:17]=[C:11]2[CH2:10][CH2:9]1)=[O:7])([CH3:4])[CH3:3].O=[C:28](N1C=CN=C1)[N:29]1C=CN=C1.CN. Given the product [CH3:28][NH:29][C:22]([C:21]1[CH:20]=[CH:19][C:18]([N:16]2[CH:15]=[C:12]3[C:11]([CH2:10][CH2:9][N:8]([C:6]([O:5][C:2]([CH3:4])([CH3:3])[CH3:1])=[O:7])[CH2:14][CH2:13]3)=[N:17]2)=[CH:26][CH:25]=1)=[O:24], predict the reactants needed to synthesize it. (6) Given the product [NH2:2][C:3]1[S:4][C:5]([S:13][CH2:9][CH2:10][CH2:11][CH3:12])=[CH:6][N:7]=1, predict the reactants needed to synthesize it. The reactants are: Br.[NH2:2][C:3]1[S:4][C:5](Br)=[CH:6][N:7]=1.[CH2:9]([SH:13])[CH2:10][CH2:11][CH3:12]. (7) Given the product [CH3:5][C:6]1[N:7]=[C:8]([C:21]([OH:23])([C:1]#[CH:2])[CH3:22])[N:9]([S:11]([C:14]2[CH:20]=[CH:19][C:17]([CH3:18])=[CH:16][CH:15]=2)(=[O:13])=[O:12])[CH:10]=1, predict the reactants needed to synthesize it. The reactants are: [C:1]([Mg]Br)#[CH:2].[CH3:5][C:6]1[N:7]=[C:8]([C:21](=[O:23])[CH3:22])[N:9]([S:11]([C:14]2[CH:20]=[CH:19][C:17]([CH3:18])=[CH:16][CH:15]=2)(=[O:13])=[O:12])[CH:10]=1.